This data is from Forward reaction prediction with 1.9M reactions from USPTO patents (1976-2016). The task is: Predict the product of the given reaction. (1) The product is: [CH:20]([NH:1][C:2]1[NH:6][C:5]([C:7]2[CH:8]=[CH:9][C:10]([F:13])=[CH:11][CH:12]=2)=[N:4][C:3]=1[C:14]1[CH:19]=[CH:18][CH:17]=[CH:16][CH:15]=1)=[O:21]. Given the reactants [NH2:1][C:2]1[NH:6][C:5]([C:7]2[CH:12]=[CH:11][C:10]([F:13])=[CH:9][CH:8]=2)=[N:4][C:3]=1[C:14]1[CH:19]=[CH:18][CH:17]=[CH:16][CH:15]=1.[CH:20](OCC)=[O:21], predict the reaction product. (2) The product is: [C:1]([C:3]([CH2:8][CH2:9][O:10][CH3:11])([CH2:12][CH2:13][O:14][CH3:15])[C:4]([OH:6])=[O:5])#[N:2]. Given the reactants [C:1]([C:3]([CH2:12][CH2:13][O:14][CH3:15])([CH2:8][CH2:9][O:10][CH3:11])[C:4]([O:6]C)=[O:5])#[N:2].[OH-].[Na+].CCCCCC.COC(C)(C)C, predict the reaction product. (3) Given the reactants FC(F)(F)C(O)=O.[CH3:8][CH:9]1[CH:13]([NH2:14])[CH2:12][CH2:11][O:10]1.Cl[C:16]1[C:25]2[C:20](=[C:21]([O:28][CH3:29])[C:22]([O:26][CH3:27])=[CH:23][CH:24]=2)[N:19]=[CH:18][N:17]=1.CCN(C(C)C)C(C)C, predict the reaction product. The product is: [CH3:27][O:26][C:22]1[C:21]([O:28][CH3:29])=[C:20]2[C:25]([C:16]([NH:14][CH:13]3[CH2:12][CH2:11][O:10][CH:9]3[CH3:8])=[N:17][CH:18]=[N:19]2)=[CH:24][CH:23]=1. (4) Given the reactants [C:1]1([S:7]([N:10]2[CH2:15][CH:14]([C:16]3[CH:21]=[CH:20][CH:19]=[C:18](Br)[CH:17]=3)[N:13]([C:23]3[CH:28]=[CH:27][CH:26]=[CH:25][CH:24]=3)[C:12](=[O:29])[CH2:11]2)(=[O:9])=[O:8])[CH:6]=[CH:5][CH:4]=[CH:3][CH:2]=1.[CH3:30][S:31]([C:34]1[CH:35]=[C:36](B(O)O)[CH:37]=[CH:38][CH:39]=1)(=[O:33])=[O:32].C(=O)([O-])[O-].[K+].[K+].O, predict the reaction product. The product is: [C:1]1([S:7]([N:10]2[CH2:15][CH:14]([C:16]3[CH:17]=[C:18]([C:38]4[CH:37]=[CH:36][CH:35]=[C:34]([S:31]([CH3:30])(=[O:33])=[O:32])[CH:39]=4)[CH:19]=[CH:20][CH:21]=3)[N:13]([C:23]3[CH:28]=[CH:27][CH:26]=[CH:25][CH:24]=3)[C:12](=[O:29])[CH2:11]2)(=[O:9])=[O:8])[CH:6]=[CH:5][CH:4]=[CH:3][CH:2]=1. (5) Given the reactants [CH3:1][O:2][C:3]1[C:8]2[CH2:9][CH2:10][CH:11]([N:14]3[CH2:19][CH2:18][O:17][CH2:16][CH2:15]3)[CH2:12][CH2:13][C:7]=2[CH:6]=[CH:5][C:4]=1[NH2:20].Cl[C:22]1[N:27]=[C:26]([NH:28][C@@H:29]2[C@@H:34]3[CH2:35][C@@H:31]([CH:32]=[CH:33]3)[C@@H:30]2[C:36]([NH2:38])=[O:37])[C:25]([Cl:39])=[CH:24][N:23]=1, predict the reaction product. The product is: [Cl:39][C:25]1[C:26]([NH:28][C@@H:29]2[C@@H:34]3[CH2:35][C@@H:31]([CH:32]=[CH:33]3)[C@@H:30]2[C:36]([NH2:38])=[O:37])=[N:27][C:22]([NH:20][C:4]2[CH:5]=[CH:6][C:7]3[CH2:13][CH2:12][C@@H:11]([N:14]4[CH2:19][CH2:18][O:17][CH2:16][CH2:15]4)[CH2:10][CH2:9][C:8]=3[C:3]=2[O:2][CH3:1])=[N:23][CH:24]=1.